This data is from Forward reaction prediction with 1.9M reactions from USPTO patents (1976-2016). The task is: Predict the product of the given reaction. (1) The product is: [C:1]([O:5][C:6](=[O:9])[CH2:7][O:12][CH2:11][CH2:10][C:13]([F:36])([F:37])[C:14]([F:34])([F:35])[C:15]([F:32])([F:33])[C:16]([F:30])([F:31])[C:17]([F:28])([F:29])[C:18]([F:26])([F:27])[C:19]([F:25])([F:24])[C:20]([F:23])([F:22])[F:21])([CH3:4])([CH3:3])[CH3:2]. Given the reactants [C:1]([O:5][C:6](=[O:9])[CH2:7]Br)([CH3:4])([CH3:3])[CH3:2].[CH2:10]([C:13]([F:37])([F:36])[C:14]([F:35])([F:34])[C:15]([F:33])([F:32])[C:16]([F:31])([F:30])[C:17]([F:29])([F:28])[C:18]([F:27])([F:26])[C:19]([F:25])([F:24])[C:20]([F:23])([F:22])[F:21])[CH2:11][OH:12].C1(C)C=CC=CC=1, predict the reaction product. (2) Given the reactants [NH2:1][C:2]1[S:6][C:5]2[CH2:7][CH2:8][CH2:9][CH2:10][C:4]=2[C:3]=1[C:11]([C:13]1[O:14][C:15]2[CH:21]=[CH:20][CH:19]=[CH:18][C:16]=2[CH:17]=1)=O.[C:22]([O:29][CH3:30])(=[O:28])[CH2:23][CH2:24][C:25]([CH3:27])=O.Cl[Si](C)(C)C, predict the reaction product. The product is: [CH3:27][C:25]1[N:1]=[C:2]2[S:6][C:5]3[CH2:7][CH2:8][CH2:9][CH2:10][C:4]=3[C:3]2=[C:11]([C:13]2[O:14][C:15]3[CH:21]=[CH:20][CH:19]=[CH:18][C:16]=3[CH:17]=2)[C:24]=1[CH2:23][C:22]([O:29][CH3:30])=[O:28]. (3) Given the reactants [Br:1]Br.[CH3:3][O:4][N:5]([CH3:15])[C:6]([C:8]1[CH:13]=[C:12]([CH3:14])[N:11]=[CH:10][N:9]=1)=[O:7].C(OCC)(=O)C.[OH-].[Na+], predict the reaction product. The product is: [Br:1][CH2:14][C:12]1[N:11]=[CH:10][N:9]=[C:8]([C:6]([N:5]([O:4][CH3:3])[CH3:15])=[O:7])[CH:13]=1.